Dataset: Full USPTO retrosynthesis dataset with 1.9M reactions from patents (1976-2016). Task: Predict the reactants needed to synthesize the given product. The reactants are: [CH3:1][NH:2][C:3]1[CH:8]=[CH:7][CH:6]=[CH:5][CH:4]=1.[C:9](O)(=[O:14])[CH2:10][CH2:11][C:12]#[CH:13].C1C=CC2N(O)N=NC=2C=1.CCN=C=NCCCN(C)C.Cl. Given the product [CH3:1][N:2]([C:3]1[CH:8]=[CH:7][CH:6]=[CH:5][CH:4]=1)[C:9](=[O:14])[CH2:10][CH2:11][C:12]#[CH:13], predict the reactants needed to synthesize it.